Dataset: Forward reaction prediction with 1.9M reactions from USPTO patents (1976-2016). Task: Predict the product of the given reaction. (1) Given the reactants [Cl:1][C:2]1[C:3]([F:45])=[C:4]([C@@H:8]2[C@:12]([C:15]3[CH:20]=[CH:19][C:18]([Cl:21])=[CH:17][C:16]=3[F:22])([C:13]#[N:14])[C@H:11]([CH2:23][C:24]([CH3:27])([CH3:26])[CH3:25])[NH:10][C@H:9]2[C:28](NC2C=CC(C(O)=O)=CC=2OC(F)(F)F)=[O:29])[CH:5]=[CH:6][CH:7]=1.[N:46]([C:49]1[CH:50]=[C:51]([CH:57]=[CH:58][CH:59]=1)[C:52]([O:54][CH2:55][CH3:56])=[O:53])=[C:47]=[O:48], predict the reaction product. The product is: [CH2:55]([O:54][C:52](=[O:53])[C:51]1[CH:57]=[CH:58][CH:59]=[C:49]([N:46]2[C:28](=[O:29])[C@H:9]3[C@H:8]([C:4]4[CH:5]=[CH:6][CH:7]=[C:2]([Cl:1])[C:3]=4[F:45])[C@:12]([C:15]4[CH:20]=[CH:19][C:18]([Cl:21])=[CH:17][C:16]=4[F:22])([C:13]#[N:14])[C@H:11]([CH2:23][C:24]([CH3:27])([CH3:26])[CH3:25])[N:10]3[C:47]2=[O:48])[CH:50]=1)[CH3:56]. (2) Given the reactants C1C(=O)N([Br:8])C(=O)C1.[C:9]([C:13]1[CH:18]=[CH:17][C:16]([N+:19]([O-:21])=[O:20])=[CH:15][CH:14]=1)([CH3:12])([CH3:11])[CH3:10], predict the reaction product. The product is: [Br:8][C:18]1[CH:17]=[C:16]([N+:19]([O-:21])=[O:20])[CH:15]=[CH:14][C:13]=1[C:9]([CH3:12])([CH3:10])[CH3:11].